From a dataset of Forward reaction prediction with 1.9M reactions from USPTO patents (1976-2016). Predict the product of the given reaction. (1) Given the reactants Br[C:2]1[CH:3]=[C:4]([C:16]([NH:18][CH2:19][C:20]2[C:21](=[O:28])[NH:22][C:23]([CH3:27])=[CH:24][C:25]=2[CH3:26])=[O:17])[C:5]2[CH:6]=[N:7][N:8]([CH:11]3[CH2:15][CH2:14][CH2:13][CH2:12]3)[C:9]=2[CH:10]=1.[CH:29]([C:31]1[O:35][C:34](B(O)O)=[CH:33][CH:32]=1)=[O:30].C([O-])([O-])=O.[Cs+].[Cs+], predict the reaction product. The product is: [CH:11]1([N:8]2[C:9]3[CH:10]=[C:2]([C:34]4[O:35][C:31]([CH:29]=[O:30])=[CH:32][CH:33]=4)[CH:3]=[C:4]([C:16]([NH:18][CH2:19][C:20]4[C:21](=[O:28])[NH:22][C:23]([CH3:27])=[CH:24][C:25]=4[CH3:26])=[O:17])[C:5]=3[CH:6]=[N:7]2)[CH2:15][CH2:14][CH2:13][CH2:12]1. (2) Given the reactants [CH3:1][O:2][C:3]1[CH:9]=[CH:8][C:6]([NH2:7])=[CH:5][CH:4]=1.CO[CH:12]=[C:13]([C:19]([O:21][CH2:22][CH3:23])=[O:20])[C:14]([O:16][CH2:17][CH3:18])=[O:15], predict the reaction product. The product is: [CH3:1][O:2][C:3]1[CH:9]=[CH:8][C:6]([NH:7][CH:12]=[C:13]([C:14]([O:16][CH2:17][CH3:18])=[O:15])[C:19]([O:21][CH2:22][CH3:23])=[O:20])=[CH:5][CH:4]=1. (3) Given the reactants [CH2:1]([N:8]1[CH2:13][CH2:12][O:11][CH:10]([C:14]#[N:15])[CH2:9]1)[C:2]1[CH:7]=[CH:6][CH:5]=[CH:4][CH:3]=1.C(O)C.Cl.[NH2:20][OH:21].C(=O)(O)[O-].[Na+], predict the reaction product. The product is: [CH2:1]([N:8]1[CH2:13][CH2:12][O:11][CH:10]([C:14]([NH2:15])=[N:20][OH:21])[CH2:9]1)[C:2]1[CH:3]=[CH:4][CH:5]=[CH:6][CH:7]=1. (4) Given the reactants Br[C:2]1[C:3]([CH3:9])=[N:4][N:5]([CH3:8])[C:6]=1[CH3:7].C([Li])CCC.C(O[B:19]1[O:23][C:22]([CH3:25])([CH3:24])[C:21]([CH3:27])([CH3:26])[O:20]1)(C)C.C(OCC)(=O)C, predict the reaction product. The product is: [CH3:8][N:5]1[C:6]([CH3:7])=[C:2]([B:19]2[O:23][C:22]([CH3:25])([CH3:24])[C:21]([CH3:27])([CH3:26])[O:20]2)[C:3]([CH3:9])=[N:4]1. (5) Given the reactants [F:1][C:2]1[CH:3]=[C:4]([CH:29]=[CH:30][C:31]=1[F:32])[C:5]([N:7]=[C:8]([NH:23][C@@H:24]([CH3:28])[CH2:25][O:26][CH3:27])[NH:9][C:10]1[C:18]2[C:13](=[CH:14][C:15]([C:19]([F:22])([F:21])[F:20])=[CH:16][CH:17]=2)[NH:12][N:11]=1)=[O:6].CCN(C(C)C)C(C)C.[Cl:42][CH2:43][O:44][C:45](Cl)=[O:46], predict the reaction product. The product is: [F:1][C:2]1[CH:3]=[C:4]([CH:29]=[CH:30][C:31]=1[F:32])[C:5]([N:7]=[C:8]([NH:23][C@@H:24]([CH3:28])[CH2:25][O:26][CH3:27])[NH:9][C:10]1[C:18]2[C:13](=[CH:14][C:15]([C:19]([F:20])([F:21])[F:22])=[CH:16][CH:17]=2)[N:12]([C:45]([O:44][CH2:43][Cl:42])=[O:46])[N:11]=1)=[O:6]. (6) Given the reactants [CH2:1]=[CH:2][C:3]1[CH2:23][S:22][C@@H:6]2[C@H:7]([NH:10]C(/C(/C3N=C(N)SC=3)=N\O)=O)[C:8](=[O:9])[N:5]2[C:4]=1[C:24]([OH:26])=[O:25], predict the reaction product. The product is: [NH2:10][CH:7]1[C:8](=[O:9])[N:5]2[C:4]([C:24]([OH:26])=[O:25])=[C:3]([CH:2]=[CH2:1])[CH2:23][S:22][C@H:6]12. (7) Given the reactants [CH3:1][C:2]1[CH:3]=[C:4]([C:8]2[CH:9]=[C:10]([N+:23]([O-])=O)[C:11]3[C:15]([CH:16]=2)=[N:14][N:13]([CH:17]2[CH2:22][CH2:21][CH2:20][CH2:19][O:18]2)[CH:12]=3)[CH:5]=[CH:6][CH:7]=1, predict the reaction product. The product is: [CH3:1][C:2]1[CH:3]=[C:4]([C:8]2[CH:9]=[C:10]([NH2:23])[C:11]3[C:15]([CH:16]=2)=[N:14][N:13]([CH:17]2[CH2:22][CH2:21][CH2:20][CH2:19][O:18]2)[CH:12]=3)[CH:5]=[CH:6][CH:7]=1. (8) Given the reactants [O:1]1[CH:6]=[CH:5][CH2:4][CH2:3][CH2:2]1.Cl.[Br:8][C:9]1[CH:17]=[CH:16][CH:15]=[C:14]2[C:10]=1[CH2:11][CH2:12][C@@H:13]2[OH:18].C(=O)([O-])O.[Na+], predict the reaction product. The product is: [Br:8][C:9]1[CH:17]=[CH:16][CH:15]=[C:14]2[C:10]=1[CH2:11][CH2:12][C@@H:13]2[O:18][CH:6]1[CH2:5][CH2:4][CH2:3][CH2:2][O:1]1.